From a dataset of Full USPTO retrosynthesis dataset with 1.9M reactions from patents (1976-2016). Predict the reactants needed to synthesize the given product. Given the product [NH2:6][C:7]1[N:12]=[CH:11][C:10]([C:14]([F:16])([F:15])[F:13])=[CH:9][N:8]=1, predict the reactants needed to synthesize it. The reactants are: S(=O)(=O)(O)O.[NH2:6][C:7]1[N:12]=[CH:11][CH:10]=[CH:9][N:8]=1.[F:13][C:14](I)([F:16])[F:15].OO.